This data is from Full USPTO retrosynthesis dataset with 1.9M reactions from patents (1976-2016). The task is: Predict the reactants needed to synthesize the given product. (1) Given the product [CH:1]1([C@@H:6]2[NH:11][C:10](=[O:12])[C@H:9]([CH2:13][CH:14]([CH3:16])[CH3:15])[N:8]([C:29]([C:27]3[O:26][N:25]=[C:24]([C:21]4[CH:22]=[CH:23][C:18]([F:17])=[CH:19][CH:20]=4)[CH:28]=3)=[O:30])[CH2:7]2)[CH2:2][CH2:3][CH2:4][CH2:5]1, predict the reactants needed to synthesize it. The reactants are: [CH:1]1([C@@H:6]2[NH:11][C:10](=[O:12])[C@H:9]([CH2:13][CH:14]([CH3:16])[CH3:15])[NH:8][CH2:7]2)[CH2:5][CH2:4][CH2:3][CH2:2]1.[F:17][C:18]1[CH:23]=[CH:22][C:21]([C:24]2[CH:28]=[C:27]([C:29](O)=[O:30])[O:26][N:25]=2)=[CH:20][CH:19]=1.C([C@@H]1N(C(=O)/C=C/C2C=CC=CC=2)C[C@H](CC(C)C)NC1=O)C(C)C. (2) Given the product [CH3:23][O:22][C:20](=[O:21])[CH2:19][C@H:16]1[C:15]2[CH:24]=[CH:25][C:12]([O:11][C@H:9]3[C:10]4[C:6](=[C:5]([O:42][C:38]5[CH:37]=[C:36]6[C:41](=[CH:40][CH:39]=5)[N:33]([CH2:32][CH2:31][C:30]([OH:29])([CH3:43])[CH3:44])[N:34]=[CH:35]6)[CH:4]=[CH:3][C:2]=4[F:1])[CH2:7][CH2:8]3)=[CH:13][C:14]=2[O:18][CH2:17]1, predict the reactants needed to synthesize it. The reactants are: [F:1][C:2]1[CH:3]=[CH:4][C:5](B(O)O)=[C:6]2[C:10]=1[C@H:9]([O:11][C:12]1[CH:25]=[CH:24][C:15]3[C@H:16]([CH2:19][C:20]([O:22][CH3:23])=[O:21])[CH2:17][O:18][C:14]=3[CH:13]=1)[CH2:8][CH2:7]2.[OH:29][C:30]([CH3:44])([CH3:43])[CH2:31][CH2:32][N:33]1[C:41]2[C:36](=[CH:37][C:38]([OH:42])=[CH:39][CH:40]=2)[CH:35]=[N:34]1. (3) Given the product [CH2:14]([O:21][CH2:22][C@@H:23]1[O:31][CH2:30][C@:26]2([C:2]3[CH:7]=[CH:6][CH:5]=[CH:4][C:3]=3[F:8])[NH:27][O:28][CH2:29][C@@H:25]2[CH2:24]1)[C:15]1[CH:20]=[CH:19][CH:18]=[CH:17][CH:16]=1, predict the reactants needed to synthesize it. The reactants are: Br[C:2]1[CH:7]=[CH:6][CH:5]=[CH:4][C:3]=1[F:8].C([Li])CCC.[CH2:14]([O:21][CH2:22][C@@H:23]1[O:31][CH2:30][C:26]2=[N:27][O:28][CH2:29][C@@H:25]2[CH2:24]1)[C:15]1[CH:20]=[CH:19][CH:18]=[CH:17][CH:16]=1.[Cl-].[NH4+]. (4) Given the product [CH3:13][O:14][C:15]1[CH:16]=[C:17]([CH2:23][CH2:24][NH:25][C:10](=[O:11])[CH2:9][C:5]2[CH:6]=[CH:7][CH:8]=[C:3]([O:2][CH3:1])[CH:4]=2)[CH:18]=[CH:19][C:20]=1[O:21][CH3:22], predict the reactants needed to synthesize it. The reactants are: [CH3:1][O:2][C:3]1[CH:4]=[C:5]([CH2:9][C:10](Cl)=[O:11])[CH:6]=[CH:7][CH:8]=1.[CH3:13][O:14][C:15]1[CH:16]=[C:17]([CH2:23][CH2:24][NH2:25])[CH:18]=[CH:19][C:20]=1[O:21][CH3:22]. (5) Given the product [F:21][C:19]1[CH:18]=[CH:17][C:16]([N+:22]([O-:24])=[O:23])=[C:15]([NH:13][C:11]2[CH:10]=[N:9][N:8]([CH3:7])[CH:12]=2)[CH:20]=1, predict the reactants needed to synthesize it. The reactants are: CC(C)([O-])C.[K+].[CH3:7][N:8]1[CH:12]=[C:11]([NH2:13])[CH:10]=[N:9]1.F[C:15]1[CH:20]=[C:19]([F:21])[CH:18]=[CH:17][C:16]=1[N+:22]([O-:24])=[O:23].[Cl-].[NH4+]. (6) Given the product [CH:1]([O:4][C:5]1[CH:13]=[CH:12][C:11]([S:14]([CH3:17])(=[O:16])=[O:15])=[CH:10][C:6]=1[C:7]([N:36]1[CH2:35][CH2:34][N:33]([C:31]2[S:32][C:28]([S:25]([C:21]3[CH:20]=[N:19][CH:24]=[CH:23][CH:22]=3)(=[O:27])=[O:26])=[CH:29][N:30]=2)[CH2:38][CH2:37]1)=[O:9])([CH3:2])[CH3:3], predict the reactants needed to synthesize it. The reactants are: [CH:1]([O:4][C:5]1[CH:13]=[CH:12][C:11]([S:14]([CH3:17])(=[O:16])=[O:15])=[CH:10][C:6]=1[C:7]([OH:9])=O)([CH3:3])[CH3:2].Cl.[N:19]1[CH:24]=[CH:23][CH:22]=[C:21]([S:25]([C:28]2[S:32][C:31]([N:33]3[CH2:38][CH2:37][NH:36][CH2:35][CH2:34]3)=[N:30][CH:29]=2)(=[O:27])=[O:26])[CH:20]=1. (7) Given the product [Br:1][C:2]1[CH:7]=[CH:6][N:5]=[C:4]2[N:8]([S:24]([C:18]3[CH:23]=[CH:22][CH:21]=[CH:20][CH:19]=3)(=[O:26])=[O:25])[CH:9]=[CH:10][C:3]=12, predict the reactants needed to synthesize it. The reactants are: [Br:1][C:2]1[CH:7]=[CH:6][N:5]=[C:4]2[NH:8][CH:9]=[CH:10][C:3]=12.[H-].[Na+].CN(C)C=O.[C:18]1([S:24](Cl)(=[O:26])=[O:25])[CH:23]=[CH:22][CH:21]=[CH:20][CH:19]=1. (8) Given the product [CH2:1]([NH:4][C:5]([C:7]1([CH2:20][CH2:21][CH2:22][CH2:23][N:38]2[CH2:39][CH2:40][N:35]([C:27]3[N:26]([CH3:25])[C:30]4[CH:31]=[CH:32][CH:33]=[CH:34][C:29]=4[N:28]=3)[CH2:36][CH2:37]2)[C:19]2[CH:18]=[CH:17][CH:16]=[CH:15][C:14]=2[C:13]2[C:8]1=[CH:9][CH:10]=[CH:11][CH:12]=2)=[O:6])[CH2:2][CH3:3], predict the reactants needed to synthesize it. The reactants are: [CH2:1]([NH:4][C:5]([C:7]1([CH2:20][CH2:21][CH2:22][CH2:23]Br)[C:19]2[CH:18]=[CH:17][CH:16]=[CH:15][C:14]=2[C:13]2[C:8]1=[CH:9][CH:10]=[CH:11][CH:12]=2)=[O:6])[CH2:2][CH3:3].[CH3:25][N:26]1[C:30]2[CH:31]=[CH:32][CH:33]=[CH:34][C:29]=2[N:28]=[C:27]1[N:35]1[CH2:40][CH2:39][NH:38][CH2:37][CH2:36]1. (9) Given the product [F:23][C:6]1[C:7]([C:10]2[CH2:15][CH2:14][NH:13][CH2:12][CH:11]=2)=[N:8][CH:9]=[C:4]([CH2:3][CH:2]([OH:1])[CH2:24][OH:25])[CH:5]=1, predict the reactants needed to synthesize it. The reactants are: [OH:1][CH:2]([CH2:24][OH:25])[CH2:3][C:4]1[CH:5]=[C:6]([F:23])[C:7]([C:10]2[CH2:15][CH2:14][N:13](C(OC(C)(C)C)=O)[CH2:12][CH:11]=2)=[N:8][CH:9]=1.Cl.O1CCOCC1.C(OCC)C. (10) Given the product [S:32]1[C:33]2[CH:39]=[CH:38][CH:37]=[CH:36][C:34]=2[N:35]=[C:31]1[NH:41][C@H:42]1[CH2:46][CH2:45][CH2:44][C@@H:43]1[NH:47][C:48](=[O:61])[C:49]1[CH:54]=[C:53]([CH3:55])[CH:52]=[CH:51][C:50]=1[N:56]1[N:57]=[CH:58][CH:59]=[N:60]1, predict the reactants needed to synthesize it. The reactants are: COC1C=CC=C(OC)C=1C(N[C@H]1CCC[C@H]1NC1C=NC2C(=CC=CC=2)N=1)=O.Cl[C:31]1[S:32][C:33]2[CH:39]=[CH:38][CH:37]=[CH:36][C:34]=2[N:35]=1.Cl.[NH2:41][C@H:42]1[CH2:46][CH2:45][CH2:44][C@@H:43]1[NH:47][C:48](=[O:61])[C:49]1[CH:54]=[C:53]([CH3:55])[CH:52]=[CH:51][C:50]=1[N:56]1[N:60]=[CH:59][CH:58]=[N:57]1.CCN(C(C)C)C(C)C.